From a dataset of Forward reaction prediction with 1.9M reactions from USPTO patents (1976-2016). Predict the product of the given reaction. (1) Given the reactants [NH:1]1[CH2:6][CH2:5][O:4][CH2:3][CH2:2]1.F[C:8]1[CH:15]=[CH:14][C:11]([C:12]#[N:13])=[CH:10][CH:9]=1, predict the reaction product. The product is: [N:1]1([C:8]2[CH:15]=[CH:14][C:11]([C:12]#[N:13])=[CH:10][CH:9]=2)[CH2:6][CH2:5][O:4][CH2:3][CH2:2]1. (2) Given the reactants [CH3:1][O:2][C:3]1[CH:16]=[CH:15][C:6]([CH2:7][O:8][CH:9]2[CH2:13][CH:12]([OH:14])[CH:11]=[CH:10]2)=[CH:5][CH:4]=1.C1C=C(Cl)C=C(C(OO)=[O:25])C=1, predict the reaction product. The product is: [CH3:1][O:2][C:3]1[CH:4]=[CH:5][C:6]([CH2:7][O:8][CH:9]2[CH:13]3[CH:12]([O:14]3)[CH:11]([OH:25])[CH2:10]2)=[CH:15][CH:16]=1.